Task: Predict the reactants needed to synthesize the given product.. Dataset: Full USPTO retrosynthesis dataset with 1.9M reactions from patents (1976-2016) (1) Given the product [OH:8][C:9]1[CH:14]=[CH:13][C:12]([N:15]([CH3:56])[C:16]([C:18]2[CH:22]=[C:21]([C:23]3[CH:24]=[C:25]4[C:29](=[CH:30][C:31]=3[C:32]([N:34]3[C@H:43]([CH3:44])[CH2:42][C:41]5[C:36](=[CH:37][CH:38]=[CH:39][CH:40]=5)[CH2:35]3)=[O:33])[CH2:28][N:27]([C:45](=[O:53])[CH2:46][C:47]3[CH:48]=[CH:49][CH:50]=[CH:51][CH:52]=3)[CH2:26]4)[N:20]([CH3:54])[C:19]=2[CH3:55])=[O:17])=[CH:11][CH:10]=1, predict the reactants needed to synthesize it. The reactants are: C([O:8][C:9]1[CH:14]=[CH:13][C:12]([N:15]([CH3:56])[C:16]([C:18]2[CH:22]=[C:21]([C:23]3[CH:24]=[C:25]4[C:29](=[CH:30][C:31]=3[C:32]([N:34]3[C@H:43]([CH3:44])[CH2:42][C:41]5[C:36](=[CH:37][CH:38]=[CH:39][CH:40]=5)[CH2:35]3)=[O:33])[CH2:28][N:27]([C:45](=[O:53])[CH2:46][C:47]3[CH:52]=[CH:51][CH:50]=[CH:49][CH:48]=3)[CH2:26]4)[N:20]([CH3:54])[C:19]=2[CH3:55])=[O:17])=[CH:11][CH:10]=1)C1C=CC=CC=1. (2) Given the product [Cl-:31].[OH:1][C:2]1[CH:7]=[CH:6][CH:5]=[CH:4][C:3]=1[CH:8]1[O:12][N:11]=[C:10]([C:13]2[N:14]=[C:15]([CH:18]3[CH2:23][CH2:22][NH2+:21][CH2:20][CH2:19]3)[S:16][CH:17]=2)[CH2:9]1, predict the reactants needed to synthesize it. The reactants are: [OH:1][C:2]1[CH:7]=[CH:6][CH:5]=[CH:4][C:3]=1[CH:8]1[O:12][N:11]=[C:10]([C:13]2[N:14]=[C:15]([CH:18]3[CH2:23][CH2:22][N:21](C(OC(C)(C)C)=O)[CH2:20][CH2:19]3)[S:16][CH:17]=2)[CH2:9]1.[ClH:31].